Dataset: Full USPTO retrosynthesis dataset with 1.9M reactions from patents (1976-2016). Task: Predict the reactants needed to synthesize the given product. (1) Given the product [F:1][C@H:2]1[CH2:4][C@H:3]1[C:5]([NH:7][C:8]1[N:9]=[CH:10][C:11]2[C:16]([CH:17]=1)=[CH:15][CH:14]=[C:13]([C:28]1[C:29]([CH2:35][OH:36])=[N:30][CH:31]=[CH:32][C:33]=1[CH3:34])[CH:12]=2)=[O:6], predict the reactants needed to synthesize it. The reactants are: [F:1][C@H:2]1[CH2:4][C@H:3]1[C:5]([NH:7][C:8]1[N:9]=[CH:10][C:11]2[C:16]([CH:17]=1)=[CH:15][CH:14]=[C:13](B1OC(C)(C)C(C)(C)O1)[CH:12]=2)=[O:6].Br[C:28]1[C:29]([CH2:35][OH:36])=[N:30][CH:31]=[CH:32][C:33]=1[CH3:34].C(=O)([O-])[O-].[K+].[K+].O1CCOCC1.O. (2) Given the product [ClH:17].[Cl:17][C:9]1[CH:8]=[C:7]([CH:12]=[C:11]([CH2:13][CH:14]([CH3:16])[CH3:15])[N:10]=1)[C:6]([OH:18])=[O:5], predict the reactants needed to synthesize it. The reactants are: C([O:5][C:6](=[O:18])[C:7]1[CH:12]=[C:11]([CH2:13][CH:14]([CH3:16])[CH3:15])[N:10]=[C:9]([Cl:17])[CH:8]=1)(C)(C)C. (3) The reactants are: [CH2:1]([O:3][P:4]([C:9]1[CH:14]=[CH:13][C:12]([C:15]2[N:20]=[CH:19][C:18]([C:21]([NH:24]C(=O)OC(C)(C)C)([CH3:23])[CH3:22])=[CH:17][CH:16]=2)=[CH:11][CH:10]=1)([O:6][CH2:7][CH3:8])=[O:5])[CH3:2]. Given the product [NH2:24][C:21]([C:18]1[CH:17]=[CH:16][C:15]([C:12]2[CH:13]=[CH:14][C:9]([P:4](=[O:5])([O:6][CH2:7][CH3:8])[O:3][CH2:1][CH3:2])=[CH:10][CH:11]=2)=[N:20][CH:19]=1)([CH3:22])[CH3:23], predict the reactants needed to synthesize it. (4) Given the product [F:45][C:40]1[CH:39]=[C:38]([CH:43]=[CH:42][C:41]=1[F:44])[CH2:37][NH:36][C:34]([C:19]1[C:18]2[C:22](=[CH:23][C:15]([C:12]3[O:13][CH2:14][C@H:10]([CH2:9][OH:8])[N:11]=3)=[CH:16][CH:17]=2)[N:21]([CH2:24][C:25]2[CH:30]=[CH:29][CH:28]=[CH:27][N:26]=2)[C:20]=1[CH:31]([CH3:33])[CH3:32])=[O:35], predict the reactants needed to synthesize it. The reactants are: C([O:8][CH2:9][C@H:10]1[CH2:14][O:13][C:12]([C:15]2[CH:23]=[C:22]3[C:18]([C:19]([C:34]([NH:36][CH2:37][C:38]4[CH:43]=[CH:42][C:41]([F:44])=[C:40]([F:45])[CH:39]=4)=[O:35])=[C:20]([CH:31]([CH3:33])[CH3:32])[N:21]3[CH2:24][C:25]3[CH:30]=[CH:29][CH:28]=[CH:27][N:26]=3)=[CH:17][CH:16]=2)=[N:11]1)C1C=CC=CC=1.B(Br)(Br)Br. (5) Given the product [NH2:1][C:2]1[N:7]=[C:6]([C:17]2[CH:22]=[CH:21][CH:20]=[CH:19][CH:18]=2)[C:5]([C:9]#[N:10])=[C:4]([C:11]2[CH:16]=[CH:15][CH:14]=[CH:13][CH:12]=2)[N:3]=1, predict the reactants needed to synthesize it. The reactants are: [NH2:1][C:2]1[N:7]=[C:6](Cl)[C:5]([C:9]#[N:10])=[C:4]([C:11]2[CH:16]=[CH:15][CH:14]=[CH:13][CH:12]=2)[N:3]=1.[C:17]1(B(O)O)[CH:22]=[CH:21][CH:20]=[CH:19][CH:18]=1.C(=O)([O-])[O-].[Na+].[Na+]. (6) Given the product [Br:1][CH2:2][C:3]([C:16]1[C:11]([CH3:10])=[CH:12][C:13]([NH:18][C:19](=[O:20])[CH3:21])=[C:14]([CH3:17])[CH:15]=1)=[O:4], predict the reactants needed to synthesize it. The reactants are: [Br:1][CH2:2][C:3](Br)=[O:4].[Cl-].[Al+3].[Cl-].[Cl-].[CH3:10][C:11]1[CH:16]=[CH:15][C:14]([CH3:17])=[C:13]([NH:18][C:19]([CH3:21])=[O:20])[CH:12]=1.C(NC1C=CC=CC=1)(=O)C.